From a dataset of Catalyst prediction with 721,799 reactions and 888 catalyst types from USPTO. Predict which catalyst facilitates the given reaction. (1) Reactant: Cl[CH2:2][C:3]1[N:8]=[C:7]([CH2:9][C:10]([CH3:13])([CH3:12])[CH3:11])[C:6]([C:14]2[CH:19]=[C:18]([O:20][CH3:21])[CH:17]=[CH:16][C:15]=2[F:22])=[CH:5][CH:4]=1.[OH:23][C:24]1[C:25]([CH3:37])=[C:26]([CH2:30][CH2:31][C:32]([O:34][CH2:35][CH3:36])=[O:33])[CH:27]=[CH:28][CH:29]=1.C(=O)([O-])[O-].[Cs+].[Cs+].C(OCC)(=O)C. Product: [CH3:11][C:10]([CH3:13])([CH3:12])[CH2:9][C:7]1[N:8]=[C:3]([CH2:2][O:23][C:24]2[C:25]([CH3:37])=[C:26]([CH2:30][CH2:31][C:32]([O:34][CH2:35][CH3:36])=[O:33])[CH:27]=[CH:28][CH:29]=2)[CH:4]=[CH:5][C:6]=1[C:14]1[CH:19]=[C:18]([O:20][CH3:21])[CH:17]=[CH:16][C:15]=1[F:22]. The catalyst class is: 10. (2) Reactant: [Cl:1][C:2]1[CH:7]=[CH:6][C:5]([C:8]2[C:9]([O:18][C@@H:19]([CH3:24])[C:20]([F:23])([F:22])[F:21])=[N:10][CH:11]=[C:12]([CH:17]=2)[C:13]([O:15]C)=[O:14])=[CH:4][CH:3]=1.[OH-].[Li+]. Product: [Cl:1][C:2]1[CH:3]=[CH:4][C:5]([C:8]2[C:9]([O:18][C@@H:19]([CH3:24])[C:20]([F:23])([F:21])[F:22])=[N:10][CH:11]=[C:12]([CH:17]=2)[C:13]([OH:15])=[O:14])=[CH:6][CH:7]=1. The catalyst class is: 30. (3) Reactant: [C:1]([C:5]1[O:9][N:8]=[C:7]([NH:10][C:11]([NH:13][C:14]2[CH:19]=[CH:18][C:17]([C:20]3[N:21]=[C:22]4[N:26]([CH:27]=3)[C:25]3[CH:28]=[CH:29][C:30]([CH2:32][CH2:33][C:34]([N:36]5[CH2:41][CH2:40][N:39]([CH2:42][CH3:43])[CH2:38][CH2:37]5)=O)=[CH:31][C:24]=3[S:23]4)=[CH:16][CH:15]=2)=[O:12])[CH:6]=1)([CH3:4])([CH3:3])[CH3:2].S(C)C. Product: [C:1]([C:5]1[O:9][N:8]=[C:7]([NH:10][C:11]([NH:13][C:14]2[CH:15]=[CH:16][C:17]([C:20]3[N:21]=[C:22]4[N:26]([CH:27]=3)[C:25]3[CH:28]=[CH:29][C:30]([CH2:32][CH2:33][CH2:34][N:36]5[CH2:41][CH2:40][N:39]([CH2:42][CH3:43])[CH2:38][CH2:37]5)=[CH:31][C:24]=3[S:23]4)=[CH:18][CH:19]=2)=[O:12])[CH:6]=1)([CH3:4])([CH3:2])[CH3:3]. The catalyst class is: 1.